From a dataset of Catalyst prediction with 721,799 reactions and 888 catalyst types from USPTO. Predict which catalyst facilitates the given reaction. Reactant: [C:1]([O:5][C:6](=[O:27])[NH:7][C:8]1([C:12]2[CH:17]=[CH:16][C:15]([C:18](=O)[CH2:19][C:20]3[CH:25]=[CH:24][CH:23]=[CH:22][CH:21]=3)=[CH:14][CH:13]=2)[CH2:11][CH2:10][CH2:9]1)([CH3:4])([CH3:3])[CH3:2].[Cl:28][C:29]1[C:34]([CH:35]=O)=[C:33]([NH:37]C(=O)OC(C)(C)C)[CH:32]=[CH:31][N:30]=1.C(=O)([O-])[O-].[K+].[K+].CN(C=O)C. Product: [C:1]([O:5][C:6](=[O:27])[NH:7][C:8]1([C:12]2[CH:17]=[CH:16][C:15]([C:18]3[C:19]([C:20]4[CH:25]=[CH:24][CH:23]=[CH:22][CH:21]=4)=[CH:35][C:34]4[C:33](=[CH:32][CH:31]=[N:30][C:29]=4[Cl:28])[N:37]=3)=[CH:14][CH:13]=2)[CH2:11][CH2:10][CH2:9]1)([CH3:4])([CH3:3])[CH3:2]. The catalyst class is: 84.